Dataset: Full USPTO retrosynthesis dataset with 1.9M reactions from patents (1976-2016). Task: Predict the reactants needed to synthesize the given product. (1) The reactants are: [F:1][C:2]1[CH:16]=[CH:15][C:5]([O:6][C:7]2[CH:14]=[CH:13][C:10]([CH:11]=O)=[CH:9][CH:8]=2)=[CH:4][CH:3]=1.[C:17]([NH:21][NH2:22])([O:19][CH3:20])=[O:18].CC(O)=O. Given the product [C:17]([NH:21][N:22]=[CH:11][C:10]1[CH:13]=[CH:14][C:7]([O:6][C:5]2[CH:15]=[CH:16][C:2]([F:1])=[CH:3][CH:4]=2)=[CH:8][CH:9]=1)([O:19][CH3:20])=[O:18], predict the reactants needed to synthesize it. (2) Given the product [ClH:35].[ClH:35].[NH2:8][C@H:9]([C:15]([O:17][CH3:18])=[O:16])[CH2:10][CH2:11][CH2:12][CH2:13][NH2:14], predict the reactants needed to synthesize it. The reactants are: C(OC([NH:8][C@H:9]([C:15]([OH:17])=[O:16])[CH2:10][CH2:11][CH2:12][CH2:13][NH2:14])=O)(C)(C)C.[CH:18](C1C=CC=CC=1B(O)O)=O.[BH4-].[Na+].C[Si]([Cl:35])(C)C.